From a dataset of Reaction yield outcomes from USPTO patents with 853,638 reactions. Predict the reaction yield, written as a fraction of the theoretical maximum amount of product (1.0 means a 100% yield; for example, 0.34 means a 34% yield). (1) The reactants are C([C@@H:8]1[CH2:12][O:11]C(=O)N1)C1C=CC=CC=1.C([Li])CCC.[N:19]([CH:22]([C:24]1[CH:25]=[C:26]([C:30](=[O:32])[CH3:31])[CH:27]=[CH:28][CH:29]=1)C)=C=O. The catalyst is C1COCC1. The product is [CH3:31][C:30]1([C:26]2[CH:25]=[C:24]([CH:29]=[CH:28][CH:27]=2)[C:22]#[N:19])[O:32][CH2:8][CH2:12][O:11]1. The yield is 0.800. (2) The reactants are [Mg].II.[F:4][C:5]1[CH:12]=[CH:11][CH:10]=[CH:9][C:6]=1[CH2:7]Cl.[CH2:13]([N:20]1[CH2:25][CH2:24][CH:23]([CH:26]=[O:27])[CH2:22][CH2:21]1)[C:14]1[CH:19]=[CH:18][CH:17]=[CH:16][CH:15]=1.[Cl-].[NH4+]. The catalyst is C(OCC)C.C(OCC)(=O)C. The product is [CH2:13]([N:20]1[CH2:25][CH2:24][CH:23]([CH:26]([OH:27])[CH2:7][C:6]2[CH:9]=[CH:10][CH:11]=[CH:12][C:5]=2[F:4])[CH2:22][CH2:21]1)[C:14]1[CH:19]=[CH:18][CH:17]=[CH:16][CH:15]=1. The yield is 0.620. (3) The reactants are [Cl:1][C:2]1[C:3]([C:19]2[C:27]3[C:22](=[CH:23][CH:24]=[CH:25][CH:26]=3)[N:21]([S:28]([C:31]3[CH:36]=[CH:35][CH:34]=[CH:33][CH:32]=3)(=[O:30])=[O:29])[CH:20]=2)=[N:4][C:5]([NH:8][C:9]2[CH:14]=[CH:13][C:12](F)=[C:11]([N+:16]([O-:18])=[O:17])[CH:10]=2)=[N:6][CH:7]=1.CCN(C(C)C)C(C)C.[CH3:46][O:47][C:48]1[CH:55]=[CH:54][C:51]([CH2:52][NH2:53])=[CH:50][CH:49]=1. The catalyst is CN1C(=O)CCC1.CCOC(C)=O. The product is [Cl:1][C:2]1[C:3]([C:19]2[C:27]3[C:22](=[CH:23][CH:24]=[CH:25][CH:26]=3)[N:21]([S:28]([C:31]3[CH:36]=[CH:35][CH:34]=[CH:33][CH:32]=3)(=[O:30])=[O:29])[CH:20]=2)=[N:4][C:5]([NH:8][C:9]2[CH:14]=[CH:13][C:12]([NH:53][CH2:52][C:51]3[CH:54]=[CH:55][C:48]([O:47][CH3:46])=[CH:49][CH:50]=3)=[C:11]([N+:16]([O-:18])=[O:17])[CH:10]=2)=[N:6][CH:7]=1. The yield is 0.780. (4) The reactants are Cl[CH2:2][CH2:3][C:4]([NH:6][C:7]1[C:8]([Cl:18])=[N:9][N:10]([C:12]2[CH:13]=[N:14][CH:15]=[CH:16][CH:17]=2)[CH:11]=1)=[O:5].CO.[OH-].[K+].[F:23][C:24]([F:29])([F:28])[CH2:25][CH2:26][SH:27]. The catalyst is O.C(OCC)(=O)C. The product is [Cl:18][C:8]1[C:7]([NH:6][C:4](=[O:5])[CH2:3][CH2:2][S:27][CH2:26][CH2:25][C:24]([F:29])([F:28])[F:23])=[CH:11][N:10]([C:12]2[CH:13]=[N:14][CH:15]=[CH:16][CH:17]=2)[N:9]=1. The yield is 0.920. (5) The reactants are [CH3:1][N:2]([CH2:10][CH:11]1[CH2:16][CH2:15][NH:14][CH2:13][CH2:12]1)[C:3](=[O:9])[O:4][C:5]([CH3:8])([CH3:7])[CH3:6].Cl[C:18]1[CH:23]=[CH:22][N:21]=[CH:20]C=1.CC[N:26](C(C)C)C(C)C. The catalyst is CC(O)C.C(OCC)(=O)C.C(=O)([O-])O.[Na+]. The product is [CH3:1][N:2]([CH2:10][CH:11]1[CH2:16][CH2:15][N:14]([C:18]2[CH:23]=[CH:22][N:21]=[CH:20][N:26]=2)[CH2:13][CH2:12]1)[C:3](=[O:9])[O:4][C:5]([CH3:8])([CH3:6])[CH3:7]. The yield is 0.510. (6) The reactants are O/[CH:2]=[C:3]1\[C:4](=O)[C@:5]2([C:18]3[CH:23]=[CH:22][CH:21]=[CH:20][CH:19]=3)[C@@H:10]([CH2:11][CH2:12]\1)[C@H:9]([CH3:13])[C:8]1([O:17][CH2:16][CH2:15][O:14]1)[CH2:7][CH2:6]2.[NH2:25][NH2:26]. The catalyst is C(O)C.C([O-])(O)=O.[Na+]. The product is [CH3:13][C@@H:9]1[C:8]2([O:14][CH2:15][CH2:16][O:17]2)[CH2:7][CH2:6][C@@:5]2([C:18]3[CH:19]=[CH:20][CH:21]=[CH:22][CH:23]=3)[C@H:10]1[CH2:11][CH2:12][C:3]1[C:4]2=[N:26][NH:25][CH:2]=1. The yield is 0.900. (7) The reactants are [NH2:1][C:2]1[C:11]2[C:6](=[C:7](I)[C:8]([F:12])=[CH:9][CH:10]=2)[N:5]=[N:4][C:3]=1[C:14]([NH:16][CH:17]1[CH2:19][CH2:18]1)=[O:15].[CH3:20][O:21][C:22]1[C:27](B(O)O)=[CH:26][CH:25]=[CH:24][N:23]=1. No catalyst specified. The product is [NH2:1][C:2]1[C:11]2[C:6](=[C:7]([C:27]3[C:22]([O:21][CH3:20])=[N:23][CH:24]=[CH:25][CH:26]=3)[C:8]([F:12])=[CH:9][CH:10]=2)[N:5]=[N:4][C:3]=1[C:14]([NH:16][CH:17]1[CH2:19][CH2:18]1)=[O:15]. The yield is 0.620. (8) The reactants are [CH3:1][O:2][C:3]1([O:16][CH3:17])[CH2:8][CH2:7][C:6](=O)[NH:5][CH:4]1[C:10]1[CH:11]=[N:12][CH:13]=[CH:14][CH:15]=1. The catalyst is C1COCC1. The product is [CH3:17][O:16][C:3]1([O:2][CH3:1])[CH2:8][CH2:7][CH2:6][NH:5][CH:4]1[C:10]1[CH:11]=[N:12][CH:13]=[CH:14][CH:15]=1. The yield is 0.860. (9) The reactants are [CH3:1][O:2][C:3]1[CH:12]=[C:11]2[C:6]([CH2:7][CH2:8][C:9](=O)[CH2:10]2)=[CH:5][CH:4]=1.[CH2:14]([NH2:21])[C:15]1[CH:20]=[CH:19][CH:18]=[CH:17][CH:16]=1.C(O)(=O)C.C([BH3-])#N.[Na+]. The catalyst is CO. The product is [CH2:14]([NH:21][CH:9]1[CH2:8][CH2:7][C:6]2[C:11](=[CH:12][C:3]([O:2][CH3:1])=[CH:4][CH:5]=2)[CH2:10]1)[C:15]1[CH:20]=[CH:19][CH:18]=[CH:17][CH:16]=1. The yield is 0.970. (10) The reactants are C(O)(=O)C.Cl.[F:6][C:7]1[CH:24]=[CH:23][C:10]([CH2:11][C:12]2[C:21]3[C:16](=[CH:17][CH:18]=[CH:19][CH:20]=3)[C:15](=[O:22])[NH:14][N:13]=2)=[CH:9][C:8]=1[P:25]1(=[O:31])[CH2:30][CH2:29][NH:28][CH2:27][CH2:26]1.C(O[C:35]1(O[Si](C)(C)C)[CH2:37][CH2:36]1)C.[BH3-]C#N.[Na+]. The catalyst is CO. The product is [CH:35]1([N:28]2[CH2:29][CH2:30][P:25]([C:8]3[CH:9]=[C:10]([CH:23]=[CH:24][C:7]=3[F:6])[CH2:11][C:12]3[C:21]4[C:16](=[CH:17][CH:18]=[CH:19][CH:20]=4)[C:15](=[O:22])[NH:14][N:13]=3)(=[O:31])[CH2:26][CH2:27]2)[CH2:37][CH2:36]1. The yield is 0.595.